Regression. Given two drug SMILES strings and cell line genomic features, predict the synergy score measuring deviation from expected non-interaction effect. From a dataset of Merck oncology drug combination screen with 23,052 pairs across 39 cell lines. (1) Drug 1: O=C(O)C1(Cc2cccc(Nc3nccs3)n2)CCC(Oc2cccc(Cl)c2F)CC1. Drug 2: C#Cc1cccc(Nc2ncnc3cc(OCCOC)c(OCCOC)cc23)c1. Cell line: RKO. Synergy scores: synergy=-4.53. (2) Drug 1: O=c1[nH]cc(F)c(=O)[nH]1. Drug 2: CCN(CC)CCNC(=O)c1c(C)[nH]c(C=C2C(=O)Nc3ccc(F)cc32)c1C. Cell line: A2780. Synergy scores: synergy=9.70. (3) Cell line: A2780. Drug 2: CC1(c2nc3c(C(N)=O)cccc3[nH]2)CCCN1. Synergy scores: synergy=14.7. Drug 1: COc1cc(C2c3cc4c(cc3C(OC3OC5COC(C)OC5C(O)C3O)C3COC(=O)C23)OCO4)cc(OC)c1O. (4) Drug 1: CC1CC2C3CCC4=CC(=O)C=CC4(C)C3(F)C(O)CC2(C)C1(O)C(=O)CO. Drug 2: N#Cc1ccc(Cn2cncc2CN2CCN(c3cccc(Cl)c3)C(=O)C2)cc1. Cell line: KPL1. Synergy scores: synergy=16.4. (5) Drug 1: CN1C(=O)C=CC2(C)C3CCC4(C)C(NC(=O)OCC(F)(F)F)CCC4C3CCC12. Drug 2: NC1CCCCC1N.O=C(O)C(=O)O.[Pt+2]. Cell line: OVCAR3. Synergy scores: synergy=-0.0969. (6) Drug 1: CC(=O)OC1C(=O)C2(C)C(O)CC3OCC3(OC(C)=O)C2C(OC(=O)c2ccccc2)C2(O)CC(OC(=O)C(O)C(NC(=O)c3ccccc3)c3ccccc3)C(C)=C1C2(C)C. Drug 2: NC1(c2ccc(-c3nc4ccn5c(=O)[nH]nc5c4cc3-c3ccccc3)cc2)CCC1. Cell line: OVCAR3. Synergy scores: synergy=0.965.